From a dataset of Forward reaction prediction with 1.9M reactions from USPTO patents (1976-2016). Predict the product of the given reaction. (1) Given the reactants [CH3:1][N:2]([C:6]1[CH:11]=[CH:10][CH:9]=[CH:8][CH:7]=1)[C:3](Cl)=[O:4].[NH2:12][CH2:13][CH2:14][CH2:15][N:16]1[C:24]2[C:23]([CH3:25])=[C:22]([CH3:26])[N:21]=[C:20]([NH2:27])[C:19]=2[N:18]=[C:17]1[CH3:28], predict the reaction product. The product is: [NH2:27][C:20]1[C:19]2[N:18]=[C:17]([CH3:28])[N:16]([CH2:15][CH2:14][CH2:13][NH:12][C:3](=[O:4])[N:2]([CH3:1])[C:6]3[CH:11]=[CH:10][CH:9]=[CH:8][CH:7]=3)[C:24]=2[C:23]([CH3:25])=[C:22]([CH3:26])[N:21]=1. (2) Given the reactants [CH2:1]([NH:8][C:9](=[O:16])[NH:10][O:11][CH2:12][C:13]([OH:15])=O)[C:2]1[CH:7]=[CH:6][CH:5]=[CH:4][CH:3]=1.[NH2:17][C@@H:18]([CH2:41][C:42]([NH:44][C:45]([C:58]1[CH:63]=[CH:62][CH:61]=[CH:60][CH:59]=1)([C:52]1[CH:57]=[CH:56][CH:55]=[CH:54][CH:53]=1)[C:46]1[CH:51]=[CH:50][CH:49]=[CH:48][CH:47]=1)=[O:43])[C:19]([N:21]([CH2:31][C:32]1[C:33]2[CH:40]=[CH:39][CH:38]=[CH:37][C:34]=2[S:35][CH:36]=1)[C@@H:22]([CH3:30])[CH:23]([O:27][CH2:28][CH3:29])[O:24][CH2:25][CH3:26])=[O:20], predict the reaction product. The product is: [S:35]1[CH:36]=[C:32]([CH2:31][N:21]([C@@H:22]([CH3:30])[CH:23]([O:24][CH2:25][CH3:26])[O:27][CH2:28][CH3:29])[C:19](=[O:20])[C@@H:18]([NH:17][C:13](=[O:15])[CH2:12][O:11][NH:10][C:9]([NH:8][CH2:1][C:2]2[CH:3]=[CH:4][CH:5]=[CH:6][CH:7]=2)=[O:16])[CH2:41][C:42](=[O:43])[NH:44][C:45]([C:46]2[CH:47]=[CH:48][CH:49]=[CH:50][CH:51]=2)([C:58]2[CH:63]=[CH:62][CH:61]=[CH:60][CH:59]=2)[C:52]2[CH:53]=[CH:54][CH:55]=[CH:56][CH:57]=2)[C:33]2[CH:40]=[CH:39][CH:38]=[CH:37][C:34]1=2. (3) Given the reactants C[Si](C)(C)CCOC(=O)[NH:7][C:8]1[CH:13]=[CH:12][C:11]([CH2:14][C:15]2[CH:20]=[CH:19][C:18]([CH2:21][O:22][CH:23]([CH3:25])[CH3:24])=[CH:17][CH:16]=2)=[CH:10][CH:9]=1.[F-].C([N+](CCCC)(CCCC)CCCC)CCC.O1CCCC1, predict the reaction product. The product is: [CH:23]([O:22][CH2:21][C:18]1[CH:19]=[CH:20][C:15]([CH2:14][C:11]2[CH:10]=[CH:9][C:8]([NH2:7])=[CH:13][CH:12]=2)=[CH:16][CH:17]=1)([CH3:25])[CH3:24].